From a dataset of Drug-target binding data from BindingDB using IC50 measurements. Regression. Given a target protein amino acid sequence and a drug SMILES string, predict the binding affinity score between them. We predict pIC50 (pIC50 = -log10(IC50 in M); higher means more potent). Dataset: bindingdb_ic50. (1) The small molecule is Cn1cc(C(=O)NCc2ccc(Cl)cc2)c(=O)c2cc(CN3CCOCC3)sc21. The target protein (P09252) has sequence MAIRTGFCNPFLTQASGIKYNPRTGRGSNREFLHSYKTTMSSFQFLAPKCLDEDVPMEERKGVHVGTLSRPPKVYCNGKEVPILDFRCSSPWPRRVNIWGEIDFRGDKFDPRFNTFHVYDIVETTEAASNGDVSRFATATRPLGTVITLLGMSRCGKRVAVHVYGICQYFYINKAEVDTACGIRSGSELSVLLAECLRSSMITQNDATLNGDKNAFHGTSFKSASPESFRVEVIERTDVYYYDTQPCAFYRVYSPSSKFTNYLCDNFHPELKKYEGRVDATTRFLMDNPGFVSFGWYQLKPGVDGERVRVRPASRQLTLSDVEIDCMSDNLQAIPNDDSWPDYKLLCFDIECKSGGSNELAFPDATHLEDLVIQISCLLYSIPRQSLEHILLFSLGSCDLPQRYVQEMKDAGLPEPTVLEFDSEFELLIAFMTLVKQYAPEFATGYNIVNFDWAFIMEKLNSIYSLKLDGYGSINRGGLFKIWDVGKSGFQRRSKVKING.... The pIC50 is 6.1. (2) The small molecule is CC(C)(C)c1ccc(C(CC(=O)O)NC(=O)Cc2ccc(F)cc2)cc1. The target protein (Q15149) has sequence MVAGMLMPRDQLRAIYEVLFREGVMVAKKDRRPRSLHPHVPGVTNLQVMRAMASLRARGLVRETFAWCHFYWYLTNEGIAHLRQYLHLPPEIVPASLQRVRRPVAMVMPARRTPHVQAVQGPLGSPPKRGPLPTEEQRVYRRKELEEVSPETPVVPATTQRTLARPGPEPAPATDERDRVQKKTFTKWVNKHLIKAQRHISDLYEDLRDGHNLISLLEVLSGDSLPREKGRMRFHKLQNVQIALDYLRHRQVKLVNIRNDDIADGNPKLTLGLIWTIILHFQISDIQVSGQSEDMTAKEKLLLWSQRMVEGYQGLRCDNFTSSWRDGRLFNAIIHRHKPLLIDMNKVYRQTNLENLDQAFSVAERDLGVTRLLDPEDVDVPQPDEKSIITYVSSLYDAMPRVPDVQDGVRANELQLRWQEYRELVLLLLQWMRHHTAAFEERRFPSSFEEIEILWSQFLKFKEMELPAKEADKNRSKGIYQSLEGAVQAGQLKVPPGYHP.... The pIC50 is 5.3. (3) The compound is NNC(=O)c1sc2cccc(Cl)c2c1Cl. The target protein (O15527) has sequence MPARALLPRRMGHRTLASTPALWASIPCPRSELRLDLVLPSGQSFRWREQSPAHWSGVLADQVWTLTQTEEQLHCTVYRGDKSQASRPTPDELEAVRKYFQLDVTLAQLYHHWGSVDSHFQEVAQKFQGVRLLRQDPIECLFSFICSSNNNIARITGMVERLCQAFGPRLIQLDDVTYHGFPSLQALAGPEVEAHLRKLGLGYRARYVSASARAILEEQGGLAWLQQLRESSYEEAHKALCILPGVGTKVADCICLMALDKPQAVPVDVHMWHIAQRDYSWHPTTSQAKGPSPQTNKELGNFFRSLWGPYAGWAQAVLFSADLRQSRHAQEPPAKRRKGSKGPEG. The pIC50 is 6.7. (4) The compound is CN(C)C1CCCN(C(=O)c2ccc(NC(=O)c3ccccc3-c3ccccc3)cc2)c2ccsc21. The target protein (Q00788) has sequence MLLVSTVSAVPGLFSPPSSPSNSSQEELLDDRDPLLVRAELALLSTIFVAVALSNGLVLGALIRRGRRGRWAPMHVFISHLCLADLAVALFQVLPQLAWDATDRFHGPDALCRAVKYLQMVGMYASSYMILAMTLDRHRAICRPMLAYRHGGGARWNRPVLVAWAFSLLLSLPQLFIFAQRDVGNGSGVFDCWARFAEPWGLRAYVTWIALMVFVAPALGIAACQVLIFREIHASLVPGPSERAGRRRRGRRTGSPSEGAHVSAAMAKTVRMTLVIVIVYVLCWAPFFLVQLWAAWDPEAPLERPPFVLLMLLASLNSCTNPWIYASFSSSVSSELRSLLCCAQRHTTHSLGPQDESCATASSSLMKDTPS. The pIC50 is 7.7. (5) The compound is CCCCCc1cc(O)c(C/C=C(\C)CCC=C(C)C)c(O)c1. The target protein (Q9WUD2) has sequence MTSASSPPAFRLETSDGDEEGNAEVNKGKQEPPPMESPFQREDRNSSPQIKVNLNFIKRPPKNTSAPSQQEPDRFDRDRLFSVVSRGVPEELTGLLEYLRWNSKYLTDSAYTEGSTGKTCLMKAVLNLQDGVNACIMPLLQIDKDSGNPKLLVNAQCTDEFYQGHSALHIAIEKRSLQCVKLLVENGADVHLRACGRFFQKHQGTCFYFGELPLSLAACTKQWDVVTYLLENPHQPASLEATDSLGNTVLHALVMIADNSPENSALVIHMYDGLLQMGARLCPTVQLEEISNHQGLTPLKLAAKEGKIEIFRHILQREFSGPYQPLSRKFTEWCYGPVRVSLYDLSSVDSWEKNSVLEIIAFHCKSPNRHRMVVLEPLNKLLQEKWDRLVSRFFFNFACYLVYMFIFTVVAYHQPSLDQPAIPSSKATFGESMLLLGHILILLGGIYLLLGQLWYFWRRRLFIWISFMDSYFEILFLLQALLTVLSQVLRFMETEWYLPL.... The pIC50 is 5.8. (6) The drug is COc1cccc(OC)c1/C=C/C(=O)N[C@@H](C)c1nc2scc(C)c2c(=O)o1. The target protein (P89449) has sequence MASAEMRERLEAPLPDRAVPIYVAGFLALYDSGDPGELALDPDTVRAALPPENPLPINVDHRARCEVGRVLAVVNDPRGPFFVGLIACVQLERVLETAASAAIFERRGPALSREERLLYLITNYLPSVSLSTKRRGDEVPPDRTLFAHVALCAIGRRLGTIVTYDTSLDAAIAPFRHLDPATREGVRREAAEAELALAGRTWAPGVEALTHTLLSTAVNNMMLRDRWSLVAERRRQAGIAGHTYLQASEKFKIWGAESAPAPERGYKTGAPGAMDTSPAASVPAPQVAVRARQVASSSSSSSFPAPADMNPVSASGAPAPPPPGDGSYLWIPASHYNQLVTGQSAPRHPPLTACGLPAAGTVAYGHPGAGPSPHYPPPPAHPYPGMLFAGPSPLEAQIAALVGAIAADRQAGGLPAAAGDHGIRGSAKRRRHEVEQPEYDCGRDEPDRDFPYYPGEARPEPRPVDSRRAARQASGPHETITALVGAVTSLQQELAHMRAR.... The pIC50 is 5.9. (7) The compound is O=C(c1ccccc1)c1[nH]n(-c2ccccc2)c2c(O)n(-c3ccccc3)c(=O)c1-2. The target protein (P14735) has sequence MRYRLAWLLHPALPSTFRSVLGARLPPPERLCGFQKKTYSKMNNPAIKRIGNHITKSPEDKREYRGLELANGIKVLLISDPTTDKSSAALDVHIGSLSDPPNIAGLSHFCEHMLFLGTKKYPKENEYSQFLSEHAGSSNAFTSGEHTNYYFDVSHEHLEGALDRFAQFFLCPLFDESCKDREVNAVDSEHEKNVMNDAWRLFQLEKATGNPKHPFSKFGTGNKYTLETRPNQEGIDVRQELLKFHSAYYSSNLMAVCVLGRESLDDLTNLVVKLFSEVENKNVPLPEFPEHPFQEEHLKQLYKIVPIKDIRNLYVTFPIPDLQKYYKSNPGHYLGHLIGHEGPGSLLSELKSKGWVNTLVGGQKEGARGFMFFIINVDLTEEGLLHVEDIILHMFQYIQKLRAEGPQEWVFQECKDLNAVAFRFKDKERPRGYTSKIAGILHYYPLEEVLTAEYLLEEFRPDLIEMVLDKLRPENVRVAIVSKSFEGKTDRTEEWYGTQY.... The pIC50 is 4.6.